From a dataset of Full USPTO retrosynthesis dataset with 1.9M reactions from patents (1976-2016). Predict the reactants needed to synthesize the given product. (1) Given the product [F:1][C:2]1[CH:3]=[CH:4][C:5]([CH2:6][NH:8][C:9]2[C:10]([CH3:29])=[C:11]([CH3:28])[C:12]3[O:16][C:15]([CH3:18])([CH3:17])[CH:14]([C:19]4[CH:24]=[CH:23][C:22]([CH3:25])=[CH:21][CH:20]=4)[C:13]=3[C:26]=2[CH3:27])=[CH:30][CH:31]=1, predict the reactants needed to synthesize it. The reactants are: [F:1][C:2]1[CH:31]=[CH:30][C:5]([C:6]([NH:8][C:9]2[C:10]([CH3:29])=[C:11]([CH3:28])[C:12]3[O:16][C:15]([CH3:18])([CH3:17])[CH:14]([C:19]4[CH:24]=[CH:23][C:22]([CH3:25])=[CH:21][CH:20]=4)[C:13]=3[C:26]=2[CH3:27])=O)=[CH:4][CH:3]=1. (2) The reactants are: [O:1]1[CH2:6][CH2:5][O:4][C:3]2[CH:7]=[C:8]([N:11]3[C:20]4[C:15](=[CH:16][CH:17]=[CH:18][CH:19]=4)[N:14]=[C:13]([C:21](Cl)=[O:22])[C:12]3=[O:24])[CH:9]=[CH:10][C:2]1=2.[C:25]1(=[O:32])[CH2:30][CH2:29][CH2:28][C:27](=[O:31])[CH2:26]1.C(N(CC)CC)C.CC(C)(O)C#N.[OH-].[Na+]. Given the product [O:1]1[CH2:6][CH2:5][O:4][C:3]2[CH:7]=[C:8]([N:11]3[C:20]4[C:15](=[CH:16][CH:17]=[CH:18][CH:19]=4)[N:14]=[C:13]([C:21]([C:26]4[C:27](=[O:31])[CH2:28][CH2:29][CH2:30][C:25]=4[OH:32])=[O:22])[C:12]3=[O:24])[CH:9]=[CH:10][C:2]1=2, predict the reactants needed to synthesize it.